From a dataset of Forward reaction prediction with 1.9M reactions from USPTO patents (1976-2016). Predict the product of the given reaction. (1) Given the reactants Cl.CCOC(C)=O.[CH2:8]([O:11][CH2:12][CH2:13][N:14]([CH2:22][CH2:23][O:24][CH2:25][CH2:26][CH3:27])C(=O)OC(C)(C)C)[CH2:9][CH3:10], predict the reaction product. The product is: [CH2:25]([O:24][CH2:23][CH2:22][NH:14][CH2:13][CH2:12][O:11][CH2:8][CH2:9][CH3:10])[CH2:26][CH3:27]. (2) Given the reactants Br[C:2]1[CH:3]=[CH:4][C:5]2[CH:6]=[CH:7][C:8]3[C:13]([C:14]=2[CH:15]=1)=[CH:12][C:11]([O:16][CH2:17][CH2:18][CH:19]1[CH2:21][CH2:20]1)=[CH:10][CH:9]=3.C[Li].C([Li])CCC.[CH3:29][C:30]1([O:33][CH2:32]1)[CH3:31].B(F)(F)F.CCOCC, predict the reaction product. The product is: [CH:19]1([CH2:18][CH2:17][O:16][C:11]2[CH:12]=[C:13]3[C:8](=[CH:9][CH:10]=2)[CH:7]=[CH:6][C:5]2[CH:4]=[CH:3][C:2]([CH2:29][C:30]([CH3:32])([OH:33])[CH3:31])=[CH:15][C:14]3=2)[CH2:21][CH2:20]1. (3) Given the reactants [F:1][C:2]1[CH:7]=[CH:6][CH:5]=[CH:4][C:3]=1[C:8]12[CH2:16][N:15]([C:17]3[N:22]=[CH:21][C:20]([F:23])=[CH:19][N:18]=3)[CH2:14][CH:13]1[CH2:12][S:11][C:10]([NH:24]C(=O)C1C=CC=CC=1)=[N:9]2.[OH-].[Li+], predict the reaction product. The product is: [F:1][C:2]1[CH:7]=[CH:6][CH:5]=[CH:4][C:3]=1[C:8]12[CH2:16][N:15]([C:17]3[N:22]=[CH:21][C:20]([F:23])=[CH:19][N:18]=3)[CH2:14][CH:13]1[CH2:12][S:11][C:10]([NH2:24])=[N:9]2. (4) Given the reactants [F:1][C:2]1[CH:7]=[CH:6][C:5]([CH2:8][CH:9]([CH2:13][OH:14])[C:10]([OH:12])=[O:11])=[CH:4][CH:3]=1.[C:15]([Si:19](Cl)([CH3:21])[CH3:20])([CH3:18])([CH3:17])[CH3:16].N1C=CN=C1, predict the reaction product. The product is: [Si:19]([O:14][CH2:13][CH:9]([CH2:8][C:5]1[CH:4]=[CH:3][C:2]([F:1])=[CH:7][CH:6]=1)[C:10]([OH:12])=[O:11])([C:15]([CH3:18])([CH3:17])[CH3:16])([CH3:21])[CH3:20]. (5) Given the reactants [Br:1][C:2]1[CH:7]=[CH:6][C:5]([CH:8]2[CH2:10][O:9]2)=[CH:4][C:3]=1[Cl:11].[NH2:12][CH2:13][CH2:14][OH:15].CCOC(C)=O.C1COCC1, predict the reaction product. The product is: [Br:1][C:2]1[CH:7]=[CH:6][C:5]([CH:8]([OH:9])[CH2:10][NH:12][CH2:13][CH2:14][OH:15])=[CH:4][C:3]=1[Cl:11]. (6) Given the reactants [Br:1][C:2]1[CH:10]=[CH:9][C:5]([C:6](O)=O)=[C:4]([Cl:11])[CH:3]=1.[NH:12]([C:14](=[S:16])[NH2:15])[NH2:13].P(Cl)(Cl)(Cl)=O, predict the reaction product. The product is: [Br:1][C:2]1[CH:10]=[CH:9][C:5]([C:6]2[S:16][C:14]([NH2:15])=[N:12][N:13]=2)=[C:4]([Cl:11])[CH:3]=1. (7) Given the reactants [CH3:1][O:2][C:3]([C:5]1[N:13]=[CH:12][C:11]2[NH:10][C:9]3[N:14]=[CH:15][C:16](Br)=[CH:17][C:8]=3[C:7]=2[CH:6]=1)=[O:4].[CH3:19][N:20]1[CH2:25][CH2:24][N:23]([C:26]2[CH:31]=[CH:30][C:29](B(O)O)=[CH:28][CH:27]=2)[CH2:22][CH2:21]1.C([O-])(=O)C.[K+], predict the reaction product. The product is: [CH3:1][O:2][C:3]([C:5]1[N:13]=[CH:12][C:11]2[NH:10][C:9]3[N:14]=[CH:15][C:16]([C:29]4[CH:28]=[CH:27][C:26]([N:23]5[CH2:24][CH2:25][N:20]([CH3:19])[CH2:21][CH2:22]5)=[CH:31][CH:30]=4)=[CH:17][C:8]=3[C:7]=2[CH:6]=1)=[O:4].